Predict the product of the given reaction. From a dataset of Forward reaction prediction with 1.9M reactions from USPTO patents (1976-2016). (1) Given the reactants [F:1][C:2]1[CH:7]=[CH:6][C:5]([C:8]2[CH:9]=[C:10]3[C:15](=[CH:16][CH:17]=2)[CH:14]=[C:13]([S:18]([O-:20])=[O:19])[CH:12]=[CH:11]3)=[CH:4][CH:3]=1.[Na+].Br[C:23]1[C:28]([C:29]2([OH:33])[CH2:32][CH2:31][CH2:30]2)=[CH:27][CH:26]=[CH:25][N:24]=1, predict the reaction product. The product is: [F:1][C:2]1[CH:7]=[CH:6][C:5]([C:8]2[CH:9]=[C:10]3[C:15](=[CH:16][CH:17]=2)[CH:14]=[C:13]([S:18]([C:23]2[C:28]([C:29]4([OH:33])[CH2:32][CH2:31][CH2:30]4)=[CH:27][CH:26]=[CH:25][N:24]=2)(=[O:20])=[O:19])[CH:12]=[CH:11]3)=[CH:4][CH:3]=1. (2) Given the reactants [Cl:1][C:2]1[CH:7]=[CH:6][C:5]([O:8][C:9](=[O:20])[N:10]([C@H:12]2[CH2:17][CH2:16][C@H:15]([CH2:18][OH:19])[CH2:14][CH2:13]2)[CH3:11])=[CH:4][CH:3]=1.[CH3:21][S:22](Cl)(=[O:24])=[O:23].N1C=CC=CC=1.O, predict the reaction product. The product is: [Cl:1][C:2]1[CH:3]=[CH:4][C:5]([O:8][C:9]([N:10]([CH3:11])[C@H:12]2[CH2:17][CH2:16][C@H:15]([CH2:18][O:19][S:22]([CH3:21])(=[O:24])=[O:23])[CH2:14][CH2:13]2)=[O:20])=[CH:6][CH:7]=1. (3) Given the reactants CCOC(/N=N/C(OCC)=O)=O.[F:13][C:14]([F:43])([C:33]([F:42])([F:41])[C:34]([F:40])([F:39])[C:35]([F:38])([F:37])[F:36])[CH2:15][CH2:16][CH2:17][CH2:18][O:19][C:20]1[CH:21]=[N:22][C:23]([C:26]2[CH:31]=[CH:30][C:29]([OH:32])=[CH:28][CH:27]=2)=[N:24][CH:25]=1.[CH2:44](O)[CH2:45]/[CH:46]=[CH:47]/[CH2:48][CH2:49][CH3:50].C1(P(C2C=CC=CC=2)C2C=CC=CC=2)C=CC=CC=1, predict the reaction product. The product is: [CH2:44]([O:32][C:29]1[CH:28]=[CH:27][C:26]([C:23]2[N:22]=[CH:21][C:20]([O:19][CH2:18][CH2:17][CH2:16][CH2:15][C:14]([F:13])([F:43])[C:33]([F:41])([F:42])[C:34]([F:39])([F:40])[C:35]([F:36])([F:37])[F:38])=[CH:25][N:24]=2)=[CH:31][CH:30]=1)[CH2:45]/[CH:46]=[CH:47]/[CH2:48][CH2:49][CH3:50]. (4) The product is: [Cl:1][C:2]1[CH:3]=[CH:4][C:5]([C:8]2[O:16][C:15]3[CH:14]=[CH:13][N:12]([C:19]4[CH:20]=[C:21]([O:32][CH3:33])[C:22]([O:25][CH2:26][C:27]5([C:30]#[N:31])[CH2:28][CH2:29]5)=[N:23][CH:24]=4)[C:11](=[O:17])[C:10]=3[CH:9]=2)=[CH:6][CH:7]=1. Given the reactants [Cl:1][C:2]1[CH:7]=[CH:6][C:5]([C:8]2[O:16][C:15]3[CH:14]=[CH:13][NH:12][C:11](=[O:17])[C:10]=3[CH:9]=2)=[CH:4][CH:3]=1.Br[C:19]1[CH:20]=[C:21]([O:32][CH3:33])[C:22]([O:25][CH2:26][C:27]2([C:30]#[N:31])[CH2:29][CH2:28]2)=[N:23][CH:24]=1.CNCCNC.C(=O)([O-])[O-].[K+].[K+], predict the reaction product.